Dataset: Full USPTO retrosynthesis dataset with 1.9M reactions from patents (1976-2016). Task: Predict the reactants needed to synthesize the given product. Given the product [Cl:2][C:3]1[N:4]([C:12]2[CH:30]=[CH:29][C:15]([O:16][CH2:17][CH2:18][CH2:19][N:20]3[CH2:21][CH2:22][CH:23]([C:26]([NH2:31])=[O:28])[CH2:24][CH2:25]3)=[CH:14][CH:13]=2)[N:5]=[C:6]2[C:11]=1[CH:10]=[CH:9][CH:8]=[CH:7]2, predict the reactants needed to synthesize it. The reactants are: Cl.[Cl:2][C:3]1[N:4]([C:12]2[CH:30]=[CH:29][C:15]([O:16][CH2:17][CH2:18][CH2:19][N:20]3[CH2:25][CH2:24][CH:23]([C:26]([OH:28])=O)[CH2:22][CH2:21]3)=[CH:14][CH:13]=2)[N:5]=[C:6]2[C:11]=1[CH:10]=[CH:9][CH:8]=[CH:7]2.[NH3:31].